From a dataset of NCI-60 drug combinations with 297,098 pairs across 59 cell lines. Regression. Given two drug SMILES strings and cell line genomic features, predict the synergy score measuring deviation from expected non-interaction effect. (1) Drug 1: CS(=O)(=O)OCCCCOS(=O)(=O)C. Drug 2: COC1=C2C(=CC3=C1OC=C3)C=CC(=O)O2. Cell line: EKVX. Synergy scores: CSS=9.47, Synergy_ZIP=-2.90, Synergy_Bliss=1.03, Synergy_Loewe=6.39, Synergy_HSA=2.67. (2) Drug 1: C1CC(CCC1OC2=C(C(=CC=C2)Cl)F)(CC3=NC(=CC=C3)NC4=NC=CS4)C(=O)O. Drug 2: C1CC(CNC1)C2=CC=C(C=C2)N3C=C4C=CC=C(C4=N3)C(=O)N. Cell line: SK-OV-3. Synergy scores: CSS=16.6, Synergy_ZIP=2.13, Synergy_Bliss=6.51, Synergy_Loewe=-0.0234, Synergy_HSA=7.26. (3) Drug 1: C1CCN(CC1)CCOC2=CC=C(C=C2)C(=O)C3=C(SC4=C3C=CC(=C4)O)C5=CC=C(C=C5)O. Drug 2: CN1C2=C(C=C(C=C2)N(CCCl)CCCl)N=C1CCCC(=O)O.Cl. Cell line: 786-0. Synergy scores: CSS=7.40, Synergy_ZIP=3.29, Synergy_Bliss=10.8, Synergy_Loewe=10.1, Synergy_HSA=9.92. (4) Drug 1: CC1CCC2CC(C(=CC=CC=CC(CC(C(=O)C(C(C(=CC(C(=O)CC(OC(=O)C3CCCCN3C(=O)C(=O)C1(O2)O)C(C)CC4CCC(C(C4)OC)OCCO)C)C)O)OC)C)C)C)OC. Drug 2: C1=CC=C(C(=C1)C(C2=CC=C(C=C2)Cl)C(Cl)Cl)Cl. Cell line: MALME-3M. Synergy scores: CSS=19.7, Synergy_ZIP=-3.66, Synergy_Bliss=-1.41, Synergy_Loewe=-43.7, Synergy_HSA=-0.871. (5) Drug 1: C1=NC2=C(N1)C(=S)N=C(N2)N. Drug 2: CCCCCOC(=O)NC1=NC(=O)N(C=C1F)C2C(C(C(O2)C)O)O. Cell line: RXF 393. Synergy scores: CSS=12.5, Synergy_ZIP=-5.92, Synergy_Bliss=-2.53, Synergy_Loewe=-2.48, Synergy_HSA=-2.03.